Dataset: NCI-60 drug combinations with 297,098 pairs across 59 cell lines. Task: Regression. Given two drug SMILES strings and cell line genomic features, predict the synergy score measuring deviation from expected non-interaction effect. (1) Drug 1: CS(=O)(=O)OCCCCOS(=O)(=O)C. Drug 2: CC(C)(C#N)C1=CC(=CC(=C1)CN2C=NC=N2)C(C)(C)C#N. Cell line: NCI-H322M. Synergy scores: CSS=-1.52, Synergy_ZIP=4.52, Synergy_Bliss=6.27, Synergy_Loewe=1.69, Synergy_HSA=1.10. (2) Synergy scores: CSS=30.4, Synergy_ZIP=20.4, Synergy_Bliss=20.7, Synergy_Loewe=18.2, Synergy_HSA=18.0. Drug 1: CNC(=O)C1=CC=CC=C1SC2=CC3=C(C=C2)C(=NN3)C=CC4=CC=CC=N4. Drug 2: CC1C(C(=O)NC(C(=O)N2CCCC2C(=O)N(CC(=O)N(C(C(=O)O1)C(C)C)C)C)C(C)C)NC(=O)C3=C4C(=C(C=C3)C)OC5=C(C(=O)C(=C(C5=N4)C(=O)NC6C(OC(=O)C(N(C(=O)CN(C(=O)C7CCCN7C(=O)C(NC6=O)C(C)C)C)C)C(C)C)C)N)C. Cell line: SW-620. (3) Drug 1: CN(CC1=CN=C2C(=N1)C(=NC(=N2)N)N)C3=CC=C(C=C3)C(=O)NC(CCC(=O)O)C(=O)O. Drug 2: C1=NC2=C(N1)C(=S)N=CN2. Cell line: HL-60(TB). Synergy scores: CSS=47.9, Synergy_ZIP=-3.79, Synergy_Bliss=-4.34, Synergy_Loewe=-12.8, Synergy_HSA=-1.03. (4) Drug 2: CC(C)NC(=O)C1=CC=C(C=C1)CNNC.Cl. Synergy scores: CSS=37.7, Synergy_ZIP=6.11, Synergy_Bliss=4.98, Synergy_Loewe=-1.61, Synergy_HSA=1.50. Cell line: HL-60(TB). Drug 1: COC1=C(C=C2C(=C1)N=CN=C2NC3=CC(=C(C=C3)F)Cl)OCCCN4CCOCC4. (5) Drug 1: C1CC(=O)NC(=O)C1N2CC3=C(C2=O)C=CC=C3N. Drug 2: CC1=C(C(=O)C2=C(C1=O)N3CC4C(C3(C2COC(=O)N)OC)N4)N. Cell line: HCT116. Synergy scores: CSS=45.5, Synergy_ZIP=1.99, Synergy_Bliss=0.581, Synergy_Loewe=-14.1, Synergy_HSA=2.92. (6) Synergy scores: CSS=27.0, Synergy_ZIP=-6.48, Synergy_Bliss=-4.00, Synergy_Loewe=-5.68, Synergy_HSA=-6.30. Drug 2: CC1=C(C(=CC=C1)Cl)NC(=O)C2=CN=C(S2)NC3=CC(=NC(=N3)C)N4CCN(CC4)CCO. Drug 1: C1=CN(C(=O)N=C1N)C2C(C(C(O2)CO)O)O.Cl. Cell line: U251.